Dataset: Catalyst prediction with 721,799 reactions and 888 catalyst types from USPTO. Task: Predict which catalyst facilitates the given reaction. (1) Reactant: [O:1]1[CH2:6][CH2:5][CH:4]([CH2:7][OH:8])[CH2:3][CH2:2]1.[H-].[Na+].F[C:12]1[CH:17]=[CH:16][C:15]([S:18]([NH2:21])(=[O:20])=[O:19])=[CH:14][C:13]=1[N+:22]([O-:24])=[O:23].O. Product: [N+:22]([C:13]1[CH:14]=[C:15]([S:18]([NH2:21])(=[O:19])=[O:20])[CH:16]=[CH:17][C:12]=1[O:8][CH2:7][CH:4]1[CH2:5][CH2:6][O:1][CH2:2][CH2:3]1)([O-:24])=[O:23]. The catalyst class is: 7. (2) Reactant: Br[C:2]1[CH:7]=[CH:6][C:5]([O:8][CH3:9])=[C:4]([CH2:10][CH3:11])[CH:3]=1.[CH:12]1([CH:17]([OH:20])[CH:18]=[CH2:19])[CH2:16][CH2:15][CH2:14][CH2:13]1.C(=O)(O)[O-].[Na+]. Product: [CH:12]1([C:17](=[O:20])[CH2:18][CH2:19][C:2]2[CH:7]=[CH:6][C:5]([O:8][CH3:9])=[C:4]([CH2:10][CH3:11])[CH:3]=2)[CH2:16][CH2:15][CH2:14][CH2:13]1. The catalyst class is: 60. (3) Reactant: C(OC(N([C@@H](C1C=CC=CC=1)C)C(=O)[CH:9]([CH2:16][CH:17]=[CH2:18])[CH2:10][CH2:11][CH2:12][CH2:13][CH2:14][CH3:15])=O)(C)C.[CH3:28][O-:29].[Na+].C1C[O:34][CH2:33]C1. Product: [CH2:13]([CH:12]([CH2:11][CH2:10][CH2:9][CH2:16][CH2:17][CH3:18])[C:28]([O:34][CH3:33])=[O:29])[CH:14]=[CH2:15]. The catalyst class is: 5. (4) Reactant: [CH3:1][C:2]1[CH:7]=[C:6]([C:8]([N:10]2[CH2:15][CH2:14][O:13][CH2:12][CH2:11]2)=[O:9])[CH:5]=[C:4]([CH3:16])[C:3]=1[C:17]1[CH:25]=[CH:24][C:23]([F:26])=[C:22]2[C:18]=1[CH2:19][CH2:20][C@H:21]2[O:27][C:28]1[CH:41]=[CH:40][C:31]2[C@H:32]([CH2:35][C:36]([O:38]C)=[O:37])[CH2:33][O:34][C:30]=2[CH:29]=1. Product: [CH3:1][C:2]1[CH:7]=[C:6]([C:8]([N:10]2[CH2:11][CH2:12][O:13][CH2:14][CH2:15]2)=[O:9])[CH:5]=[C:4]([CH3:16])[C:3]=1[C:17]1[CH:25]=[CH:24][C:23]([F:26])=[C:22]2[C:18]=1[CH2:19][CH2:20][C@H:21]2[O:27][C:28]1[CH:41]=[CH:40][C:31]2[C@H:32]([CH2:35][C:36]([OH:38])=[O:37])[CH2:33][O:34][C:30]=2[CH:29]=1. The catalyst class is: 40.